This data is from Reaction yield outcomes from USPTO patents with 853,638 reactions. The task is: Predict the reaction yield, written as a fraction of the theoretical maximum amount of product (1.0 means a 100% yield; for example, 0.34 means a 34% yield). (1) The reactants are [I:1][C:2]1[C:6]([CH:7]=O)=[CH:5][N:4]([CH:9]2[CH2:14][CH2:13][CH2:12][CH2:11][O:10]2)[N:3]=1.[CH3:15][N:16]([CH2:24][CH2:25][NH:26][CH3:27])[C:17](=[O:23])[O:18][C:19]([CH3:22])([CH3:21])[CH3:20].[BH-](OC(C)=O)(OC(C)=O)OC(C)=O.[Na+]. The catalyst is ClC(Cl)C.ClCCl. The product is [I:1][C:2]1[C:6]([CH2:7][N:26]([CH3:27])[CH2:25][CH2:24][N:16]([CH3:15])[C:17](=[O:23])[O:18][C:19]([CH3:20])([CH3:21])[CH3:22])=[CH:5][N:4]([CH:9]2[CH2:14][CH2:13][CH2:12][CH2:11][O:10]2)[N:3]=1. The yield is 0.920. (2) The reactants are [Br:1][C:2]1[CH:6]=[N:5][N:4]([CH3:7])[C:3]=1[C:8]1[CH:9]=[C:10]([NH2:16])[CH:11]=[CH:12][C:13]=1[O:14][CH3:15].[N+:17]([C:20]1[CH:21]=[C:22]([N:26]=[C:27]=[O:28])[CH:23]=[CH:24][CH:25]=1)([O-:19])=[O:18]. The catalyst is C(Cl)Cl. The product is [Br:1][C:2]1[CH:6]=[N:5][N:4]([CH3:7])[C:3]=1[C:8]1[CH:9]=[C:10]([NH:16][C:27]([NH:26][C:22]2[CH:23]=[CH:24][CH:25]=[C:20]([N+:17]([O-:19])=[O:18])[CH:21]=2)=[O:28])[CH:11]=[CH:12][C:13]=1[O:14][CH3:15]. The yield is 0.700. (3) The reactants are [CH3:1][C:2]1[NH:3][C:4]2[C:9]([CH:10]=1)=[CH:8][CH:7]=[CH:6][CH:5]=2.[Br:11]Br. The catalyst is S(=O)(=O)(O)O.[O-]S([O-])(=O)=O.[Ag+].[Ag+]. The product is [Br:11][C:7]1[CH:8]=[C:9]2[C:4](=[CH:5][CH:6]=1)[NH:3][C:2]([CH3:1])=[CH:10]2. The yield is 0.750. (4) The product is [C:1]([C:5]1[CH:12]=[CH:11][C:8]([CH2:9][NH:27][CH2:26][CH2:25][C:16]2[CH:17]=[C:18]([C:21]([F:22])([F:23])[F:24])[CH:19]=[CH:20][C:15]=2[F:14])=[CH:7][CH:6]=1)([CH3:4])([CH3:3])[CH3:2]. The yield is 1.00. The catalyst is CO. The reactants are [C:1]([C:5]1[CH:12]=[CH:11][C:8]([CH:9]=O)=[CH:7][CH:6]=1)([CH3:4])([CH3:3])[CH3:2].Cl.[F:14][C:15]1[CH:20]=[CH:19][C:18]([C:21]([F:24])([F:23])[F:22])=[CH:17][C:16]=1[CH2:25][CH2:26][NH2:27].C(=O)([O-])[O-].[K+].[K+].[BH4-].[Na+].Cl. (5) The reactants are [NH2:1][C:2]1[N:6]([C:7]2[CH:8]=[CH:9][C:10]([O:15][CH3:16])=[C:11]([CH:14]=2)[C:12]#[N:13])[N:5]=[C:4]([NH:17][C:18]2[CH:23]=[CH:22][CH:21]=[CH:20][CH:19]=2)[N:3]=1.C([O-])([O-])=[O:25].[K+].[K+].OO.C([O-])([O-])=O.[Na+].[Na+]. The catalyst is CS(C)=O.O. The product is [NH2:1][C:2]1[N:6]([C:7]2[CH:8]=[CH:9][C:10]([O:15][CH3:16])=[C:11]([CH:14]=2)[C:12]([NH2:13])=[O:25])[N:5]=[C:4]([NH:17][C:18]2[CH:19]=[CH:20][CH:21]=[CH:22][CH:23]=2)[N:3]=1. The yield is 0.850.